This data is from Reaction yield outcomes from USPTO patents with 853,638 reactions. The task is: Predict the reaction yield, written as a fraction of the theoretical maximum amount of product (1.0 means a 100% yield; for example, 0.34 means a 34% yield). (1) The reactants are F[C:2]1[CH:9]=[CH:8][C:7]([N+:10]([O-:12])=[O:11])=[CH:6][C:3]=1[C:4]#[N:5].Cl.[CH3:14][NH:15][CH3:16].C(=O)(O)[O-].[K+].O. The catalyst is CN(C=O)C. The product is [CH3:14][N:15]([CH3:16])[C:2]1[CH:9]=[CH:8][C:7]([N+:10]([O-:12])=[O:11])=[CH:6][C:3]=1[C:4]#[N:5]. The yield is 1.00. (2) The yield is 0.500. The reactants are CS(O[CH2:6][CH2:7][CH2:8][N:9]1[CH2:13][CH2:12][N:11]([CH2:14][CH2:15][N:16]2[CH2:20][CH2:19][CH2:18][CH2:17]2)[C:10]1=[C:21]([C:24]#[N:25])[C:22]#[N:23])(=O)=O.[CH3:26][CH:27]1[CH2:31][CH2:30][CH2:29][NH:28]1.C(=O)([O-])[O-].[K+].[K+].[I-].[K+]. The product is [CH3:26][CH:27]1[CH2:31][CH2:30][CH2:29][N:28]1[CH2:6][CH2:7][CH2:8][N:9]1[CH2:13][CH2:12][N:11]([CH2:14][CH2:15][N:16]2[CH2:20][CH2:19][CH2:18][CH2:17]2)[C:10]1=[C:21]([C:24]#[N:25])[C:22]#[N:23]. The catalyst is O1CCOCC1.[Cl-].[Na+].O.